From a dataset of Experimentally validated miRNA-target interactions with 360,000+ pairs, plus equal number of negative samples. Binary Classification. Given a miRNA mature sequence and a target amino acid sequence, predict their likelihood of interaction. (1) The miRNA is hsa-miR-3194-5p with sequence GGCCAGCCACCAGGAGGGCUG. The protein sequence of the target gene is MTLLPGDNSDYDYSALSCTSDASFHPAFLPQRQAIKGAFYRRAQRLRPQDEPRQGCQPEDRRRRIIINVGGIKYSLPWTTLDEFPLTRLGQLKACTNFDDILNVCDDYDVTCNEFFFDRNPGAFGTILTFLRAGKLRLLREMCALSFQEELLYWGIAEDHLDGCCKRRYLQKIEEFAEMVEREEEDDALDSEGRDSEGPAEGEGRLGRCMRRLRDMVERPHSGLPGKVFACLSVLFVTVTAVNLSVSTLPSLREEEEQGHCSQMCHNVFIVESVCVGWFSLEFLLRLIQAPSKFAFLRSP.... Result: 0 (no interaction). (2) The miRNA is hsa-miR-4749-3p with sequence CGCCCCUCCUGCCCCCACAG. The protein sequence of the target gene is MPRIDADLKLDFKDVLLRPKRSSLKSRAEVDLERTFTFRNSKQTYSGIPIIVANMDTVGTFEMAAVMSQHSMFTAIHKHYSLDDWKLFATNHPECLQNVAVSSGSGQNDLEKMTSILEAVPQVKFICLDVANGYSEHFVEFVKLVRAKFPEHTIMAGNVVTGEMVEELILSGADIIKVGVGPGSVCTTRTKTGVGYPQLSAVIECADSAHGLKGHIISDGGCTCPGDVAKAFGAGADFVMLGGMFSGHTECAGEVFERNGRKLKLFYGMSSDTAMNKHAGGVAEYRASEGKTVEVPYKGD.... Result: 1 (interaction).